Dataset: Reaction yield outcomes from USPTO patents with 853,638 reactions. Task: Predict the reaction yield, written as a fraction of the theoretical maximum amount of product (1.0 means a 100% yield; for example, 0.34 means a 34% yield). (1) The reactants are [F:1][C:2]([F:18])([F:17])[CH2:3][CH2:4][NH:5][C:6]([C:8]1[CH:16]=[CH:15][C:11]([C:12]([OH:14])=O)=[CH:10][CH:9]=1)=[O:7].[C:19](=[N:22]O)([NH2:21])[CH3:20].C(P1(=O)OP(CCC)(=O)OP(CCC)(=O)O1)CC.CCN(C(C)C)C(C)C. The catalyst is C(OCC)(=O)C.O. The product is [CH3:20][C:19]1[N:22]=[C:12]([C:11]2[CH:10]=[CH:9][C:8]([C:6]([NH:5][CH2:4][CH2:3][C:2]([F:1])([F:18])[F:17])=[O:7])=[CH:16][CH:15]=2)[O:14][N:21]=1. The yield is 0.770. (2) The reactants are [CH2:1]=[C:2]1[CH2:6][CH2:5][N:4]([C:7]([O:9][CH2:10][C:11]2[CH:16]=[CH:15][CH:14]=[CH:13][CH:12]=2)=O)[CH2:3]1.[FH:17].F.F.C(N(CC)CC)C.[Br:27]N1C(=O)CCC1=O.[OH-:35].[Na+]. The catalyst is ClCCl. The product is [Br:27][CH2:1][C:2]1([F:17])[CH2:6][CH2:5][N:4]([C:7]([O:9][CH2:10][C:11]2[CH:16]=[CH:15][CH:14]=[CH:13][CH:12]=2)=[O:35])[CH2:3]1. The yield is 0.805. (3) The reactants are [CH3:1][C@@:2]12[C@H:11]3[CH2:12][CH:13]=[C:14]4[C@H:19]5[CH2:20][C:21]([CH3:25])([CH3:24])[CH2:22][CH2:23][C@:18]5([C:26]([OH:28])=[O:27])[C@H:17]([OH:29])[CH2:16][C@@:15]4([CH3:30])[C@:10]3([CH3:31])[CH2:9][CH2:8][C@H:7]1[C:6]([CH3:33])([CH3:32])[C@@H:5]([OH:34])[CH2:4][CH2:3]2.CO.[C:37]([O-])(=O)C.[NH4+].[BH3-]C#N.[Na+]. The catalyst is ClCCl. The product is [CH3:1][C@@:2]12[C@H:11]3[CH2:12][CH:13]=[C:14]4[C@@H:19]5[CH2:20][C:21]([CH3:24])([CH3:25])[CH2:22][CH2:23][C@:18]5([C:26]([O:28][CH3:37])=[O:27])[C@H:17]([OH:29])[CH2:16][C@@:15]4([CH3:30])[C@:10]3([CH3:31])[CH2:9][CH2:8][C@H:7]1[C:6]([CH3:33])([CH3:32])[C@@H:5]([OH:34])[CH2:4][CH2:3]2. The yield is 0.700.